From a dataset of Catalyst prediction with 721,799 reactions and 888 catalyst types from USPTO. Predict which catalyst facilitates the given reaction. (1) Reactant: [NH2:1][C:2]1[CH:10]=[CH:9][C:8]([CH2:11][N:12]2[CH2:17][CH2:16][O:15][CH2:14][CH2:13]2)=[CH:7][C:3]=1[C:4]([NH2:6])=[O:5].[OH:18][CH2:19][CH2:20][O:21][C:22]1[C:29]([CH3:30])=[CH:28][C:25]([CH:26]=O)=[CH:24][C:23]=1[CH3:31].S(=O)(O)[O-].[Na+].C1(C)C=CC(S(O)(=O)=O)=CC=1. Product: [OH:18][CH2:19][CH2:20][O:21][C:22]1[C:29]([CH3:30])=[CH:28][C:25]([C:26]2[NH:6][C:4](=[O:5])[C:3]3[C:2](=[CH:10][CH:9]=[C:8]([CH2:11][N:12]4[CH2:13][CH2:14][O:15][CH2:16][CH2:17]4)[CH:7]=3)[N:1]=2)=[CH:24][C:23]=1[CH3:31]. The catalyst class is: 44. (2) Reactant: Cl[C:2]1[C:3](=[O:19])[NH:4][N:5]=[CH:6][C:7]=1[CH2:8][C:9]1[CH:14]=[CH:13][CH:12]=[CH:11][C:10]=1[C:15]([F:18])([F:17])[F:16].[OH-].[Na+].[H][H]. Product: [F:18][C:15]([F:16])([F:17])[C:10]1[CH:11]=[CH:12][CH:13]=[CH:14][C:9]=1[CH2:8][C:7]1[CH:6]=[N:5][NH:4][C:3](=[O:19])[CH:2]=1. The catalyst class is: 63. (3) Reactant: [CH2:1]1[C:9]2[C:4](=[CH:5][CH:6]=[CH:7][CH:8]=2)[CH2:3][CH:2]1[NH2:10].[OH-].[Na+].[C:13]([O:17][C:18](O[C:18]([O:17][C:13]([CH3:16])([CH3:15])[CH3:14])=[O:19])=[O:19])([CH3:16])([CH3:15])[CH3:14]. Product: [C:13]([O:17][C:18]([NH:10][CH:2]1[CH2:3][C:4]2[C:9](=[CH:8][CH:7]=[CH:6][CH:5]=2)[CH2:1]1)=[O:19])([CH3:16])([CH3:15])[CH3:14]. The catalyst class is: 12. (4) Reactant: C[O:2][C:3](=[O:15])[CH2:4][C:5]1[C:13]2[C:8](=[CH:9][CH:10]=[CH:11][CH:12]=2)[N:7]([CH3:14])[CH:6]=1.[OH-].[Na+].Cl.C(N1C2C(=CC=CC=2)C(CC(O)=O)=C1)C. Product: [CH3:14][N:7]1[C:8]2[C:13](=[CH:12][CH:11]=[CH:10][CH:9]=2)[C:5]([CH2:4][C:3]([OH:15])=[O:2])=[CH:6]1. The catalyst class is: 83.